From a dataset of Peptide-MHC class I binding affinity with 185,985 pairs from IEDB/IMGT. Regression. Given a peptide amino acid sequence and an MHC pseudo amino acid sequence, predict their binding affinity value. This is MHC class I binding data. (1) The peptide sequence is FLKEQGGL. The MHC is HLA-B58:01 with pseudo-sequence HLA-B58:01. The binding affinity (normalized) is 0. (2) The peptide sequence is ATGDYVAFV. The MHC is HLA-A02:06 with pseudo-sequence HLA-A02:06. The binding affinity (normalized) is 1.00. (3) The peptide sequence is TVDSSQGSEY. The MHC is HLA-A01:01 with pseudo-sequence HLA-A01:01. The binding affinity (normalized) is 0.745.